From a dataset of Forward reaction prediction with 1.9M reactions from USPTO patents (1976-2016). Predict the product of the given reaction. (1) Given the reactants Cl[C:2]1[N:7]=[N:6][C:5]([C:8]2[CH:13]=[CH:12][C:11]([NH:14][S:15]([CH3:18])(=[O:17])=[O:16])=[CH:10][CH:9]=2)=[CH:4][CH:3]=1.O.[NH2:20][NH2:21], predict the reaction product. The product is: [NH:20]([C:2]1[N:7]=[N:6][C:5]([C:8]2[CH:13]=[CH:12][C:11]([NH:14][S:15]([CH3:18])(=[O:17])=[O:16])=[CH:10][CH:9]=2)=[CH:4][CH:3]=1)[NH2:21]. (2) Given the reactants [F:1][C:2]([F:21])([F:20])[C:3]([N:5]1[CH2:10][CH2:9][CH:8]([C:11]2[CH:16]=[CH:15][C:14]([N+:17]([O-:19])=[O:18])=[CH:13][CH:12]=2)[CH2:7][CH2:6]1)=O.N#N.[BH4-].[Na+].II, predict the reaction product. The product is: [F:21][C:2]([F:1])([F:20])[CH2:3][N:5]1[CH2:6][CH2:7][CH:8]([C:11]2[CH:16]=[CH:15][C:14]([N+:17]([O-:19])=[O:18])=[CH:13][CH:12]=2)[CH2:9][CH2:10]1. (3) Given the reactants [N:1]12[CH2:8][CH2:7][CH:4]([CH2:5][CH2:6]1)[CH:3]([NH:9][C:10]([C:12]1[CH:13]=[CH:14][CH:15]=[C:16]3[O:20][C:19]([C:21]4[CH:26]=[CH:25][C:24](I)=[CH:23][CH:22]=4)=[N:18][C:17]=13)=[O:11])[CH2:2]2.[NH2:28][C:29]1[CH:34]=[CH:33][CH:32]=[CH:31][CH:30]=1.C1C=CC(P(C2C(C3C(P(C4C=CC=CC=4)C4C=CC=CC=4)=CC=C4C=3C=CC=C4)=C3C(C=CC=C3)=CC=2)C2C=CC=CC=2)=CC=1.C(=O)([O-])[O-].[Cs+].[Cs+], predict the reaction product. The product is: [N:1]12[CH2:8][CH2:7][CH:4]([CH2:5][CH2:6]1)[CH:3]([NH:9][C:10]([C:12]1[CH:13]=[CH:14][CH:15]=[C:16]3[O:20][C:19]([C:21]4[CH:26]=[CH:25][C:24]([NH:28][C:29]5[CH:34]=[CH:33][CH:32]=[CH:31][CH:30]=5)=[CH:23][CH:22]=4)=[N:18][C:17]=13)=[O:11])[CH2:2]2. (4) Given the reactants Cl.[CH3:2][NH:3][O:4][CH3:5].[CH3:6][O:7][C:8]1[CH:16]=[CH:15][CH:14]=[C:10]([C:11]([OH:13])=O)[C:9]=1[OH:17].Cl.C(N=C=NCCCN(C)C)C.ON1C2C=CC=CC=2N=N1, predict the reaction product. The product is: [OH:17][C:9]1[C:8]([O:7][CH3:6])=[CH:16][CH:15]=[CH:14][C:10]=1[C:11]([N:3]([O:4][CH3:5])[CH3:2])=[O:13]. (5) Given the reactants [CH3:1][C:2]1[N:3]=[CH:4][N:5]2[C:9]=1[CH2:8][N:7]([CH:10]1[CH2:15][CH2:14][N:13]([C:16]([O:18][CH2:19][C:20]3[CH:25]=[CH:24][CH:23]=[CH:22][CH:21]=3)=[O:17])[CH2:12][CH2:11]1)[C:6]2=[O:26].[CH3:27][Si](C)(C)N[Si](C)(C)C.[Li].CI.[Cl-].[NH4+], predict the reaction product. The product is: [CH3:27][CH:8]1[N:7]([CH:10]2[CH2:11][CH2:12][N:13]([C:16]([O:18][CH2:19][C:20]3[CH:25]=[CH:24][CH:23]=[CH:22][CH:21]=3)=[O:17])[CH2:14][CH2:15]2)[C:6](=[O:26])[N:5]2[CH:4]=[N:3][C:2]([CH3:1])=[C:9]12. (6) The product is: [CH2:1]([C:5]12[CH2:21][C:20](=[O:22])[C:19]([CH3:23])=[C:6]1[C:7]1[C:12]([CH2:13][CH2:14]2)=[CH:11][C:10]([OH:15])=[CH:9][CH:8]=1)[CH2:2][CH2:3][CH3:4]. Given the reactants [CH2:1]([C:5]12[CH2:21][C:20](=[O:22])[C:19]([CH3:23])=[C:6]1[C:7]1[C:12]([CH2:13][CH2:14]2)=[CH:11][C:10]([O:15]COC)=[CH:9][CH:8]=1)[CH2:2][CH2:3][CH3:4].Cl, predict the reaction product.